From a dataset of Catalyst prediction with 721,799 reactions and 888 catalyst types from USPTO. Predict which catalyst facilitates the given reaction. (1) Reactant: C(N(CC)C1C=CC=CC=1)C.[Br:12][C:13]1[CH:18]=[CH:17][C:16]([O:19]CC(C)=C)=[C:15]([Cl:24])[CH:14]=1.[C:25]1([CH3:33])[CH:30]=C(C)C=C(C)[CH:26]=1. Product: [Br:12][C:13]1[CH:18]=[C:17]([CH2:30][C:25]([CH3:33])=[CH2:26])[C:16]([OH:19])=[C:15]([Cl:24])[CH:14]=1. The catalyst class is: 25. (2) Reactant: [F:1][C:2]1[CH:3]=[C:4]([CH2:9][C:10]([CH3:13])(O)[CH3:11])[CH:5]=[CH:6][C:7]=1[CH3:8].S(=O)(=O)(O)O.[OH-:19].[Na+].[Cl:21][CH2:22][C:23]#[N:24]. Product: [Cl:21][CH2:22][C:23]([NH:24][C:10]([CH3:13])([CH3:11])[CH2:9][C:4]1[CH:5]=[CH:6][C:7]([CH3:8])=[C:2]([F:1])[CH:3]=1)=[O:19]. The catalyst class is: 15. (3) Product: [CH3:8][C:6]1([CH3:7])[C:2]([CH3:16])([CH3:1])[O:3][B:4]([C:9]2[CH:10]=[CH:11][C:12]([NH:15][C:17](=[O:22])[C:18]([CH3:21])([CH3:20])[CH3:19])=[N:13][CH:14]=2)[O:5]1. The catalyst class is: 300. Reactant: [CH3:1][C:2]1([CH3:16])[C:6]([CH3:8])([CH3:7])[O:5][B:4]([C:9]2[CH:10]=[CH:11][C:12]([NH2:15])=[N:13][CH:14]=2)[O:3]1.[C:17](Cl)(=[O:22])[C:18]([CH3:21])([CH3:20])[CH3:19].C(N(CC)CC)C.